From a dataset of Full USPTO retrosynthesis dataset with 1.9M reactions from patents (1976-2016). Predict the reactants needed to synthesize the given product. (1) Given the product [F:1][C:2]1([F:24])[O:6][C:5]2[CH:7]=[CH:8][CH:9]=[C:10]([C:11]3[N:19]4[C:14]([CH:15]=[N:16][C:17]([OH:29])=[N:18]4)=[CH:13][CH:12]=3)[C:4]=2[O:3]1, predict the reactants needed to synthesize it. The reactants are: [F:1][C:2]1([F:24])[O:6][C:5]2[CH:7]=[CH:8][CH:9]=[C:10]([C:11]3[N:19]4[C:14]([CH:15]=[N:16][C:17](S(C)(=O)=O)=[N:18]4)=[CH:13][CH:12]=3)[C:4]=2[O:3]1.[OH-].[Na+].C(O)(=[O:29])C. (2) Given the product [CH3:1][CH:2](/[CH:3]=[CH:4]/[CH2:5][CH2:6][CH2:7][CH2:8][C:9]([O:11][CH2:13][C:14]1[CH:22]=[CH:21][C:19]([OH:20])=[C:16]([O:17][CH3:18])[CH:15]=1)=[O:10])[CH3:12], predict the reactants needed to synthesize it. The reactants are: [CH3:1][CH:2]([CH3:12])/[CH:3]=[CH:4]/[CH2:5][CH2:6][CH2:7][CH2:8][C:9]([OH:11])=[O:10].[CH2:13](O)[C:14]1[CH:22]=[CH:21][C:19]([OH:20])=[C:16]([O:17][CH3:18])[CH:15]=1.O. (3) Given the product [Cl:22][C:21]1[CH:20]=[CH:19][C:12]([CH2:13][NH:14][C:15](=[O:18])[CH2:16][CH3:17])=[CH:11][C:10]=1[CH2:9][OH:8], predict the reactants needed to synthesize it. The reactants are: [OH-].[Na+].C([SiH2][O:8][C:9](C)(C)[C:10]1[CH:11]=[C:12]([CH:19]=[CH:20][C:21]=1[Cl:22])[CH2:13][NH:14][C:15](=[O:18])[CH2:16][CH3:17])(C)(C)C. (4) Given the product [C:1]([NH:46][CH2:47][CH2:48][OH:49])(=[O:22])[CH2:2][CH2:3][CH2:4]/[CH:5]=[CH:6]\[CH2:7]/[CH:8]=[CH:9]\[CH2:10]/[CH:11]=[CH:12]\[CH2:13]/[CH:14]=[CH:15]\[CH2:16][CH2:17][CH2:18][CH2:19][CH3:20], predict the reactants needed to synthesize it. The reactants are: [C:1]([OH:22])(=O)[CH2:2][CH2:3][CH2:4]/[CH:5]=[CH:6]\[CH2:7]/[CH:8]=[CH:9]\[CH2:10]/[CH:11]=[CH:12]\[CH2:13]/[CH:14]=[CH:15]\[CH2:16][CH2:17][CH2:18][CH2:19][CH3:20].C(N(CC)CC)C.ClC(OCCCC)=O.Cl.C(N(CC)CC)C.[NH2:46][CH2:47][CH2:48][OH:49].Cl. (5) Given the product [CH3:27][N:7]1[CH2:8][CH:1]2[CH:5]([CH2:4][N:3]([C:9]3[CH:21]=[CH:20][C:19]4[C:18]5[C:13](=[CH:14][CH:15]=[CH:16][CH:17]=5)[C:12](=[O:22])[C:11]=4[CH:10]=3)[CH2:2]2)[CH2:6]1, predict the reactants needed to synthesize it. The reactants are: [CH:1]12[CH2:8][NH:7][CH2:6][CH:5]1[CH2:4][N:3]([C:9]1[CH:21]=[CH:20][C:19]3[C:18]4[C:13](=[CH:14][CH:15]=[CH:16][CH:17]=4)[C:12](=[O:22])[C:11]=3[CH:10]=1)[CH2:2]2.C=O.[BH-](OC(C)=O)(OC(C)=O)O[C:27](C)=O.[Na+]. (6) Given the product [Cl:17][C:18]1[CH:50]=[CH:49][CH:48]=[CH:47][C:19]=1[CH2:20][C:21]1[C:22]([N:33]2[CH2:38][CH2:37][CH2:36][C@@H:35]([NH:39][C:40](=[O:46])[O:41][C:42]([CH3:43])([CH3:44])[CH3:45])[CH2:34]2)=[N:23][N:24]2[C:29]([CH3:30])=[C:28]([CH3:31])[N:27]([CH2:1][C:2](=[O:3])[C:4]3[CH:9]=[CH:8][CH:7]=[CH:6][CH:5]=3)[C:26](=[O:32])[C:25]=12, predict the reactants needed to synthesize it. The reactants are: [CH2:1](Br)[C:2]([C:4]1[CH:9]=[CH:8][CH:7]=[CH:6][CH:5]=1)=[O:3].C(=O)([O-])[O-].[K+].[K+].[Cl:17][C:18]1[CH:50]=[CH:49][CH:48]=[CH:47][C:19]=1[CH2:20][C:21]1[C:22]([N:33]2[CH2:38][CH2:37][CH2:36][C@@H:35]([NH:39][C:40](=[O:46])[O:41][C:42]([CH3:45])([CH3:44])[CH3:43])[CH2:34]2)=[N:23][N:24]2[C:29]([CH3:30])=[C:28]([CH3:31])[NH:27][C:26](=[O:32])[C:25]=12.O. (7) Given the product [F:33][C:29]1[CH:28]=[C:27]([CH:32]=[CH:31][CH:30]=1)[CH2:26][N:22]1[C:23]2[C:19](=[CH:18][C:17]([NH:16][C:14]3[C:15]4[N:7]([CH2:6][CH2:5][NH:4][C:39](=[O:40])[CH2:38][S:35]([CH3:34])(=[O:37])=[O:36])[CH:8]=[CH:9][C:10]=4[N:11]=[CH:12][N:13]=3)=[CH:25][CH:24]=2)[CH:20]=[N:21]1, predict the reactants needed to synthesize it. The reactants are: Cl.Cl.Cl.[NH2:4][CH2:5][CH2:6][N:7]1[C:15]2[C:14]([NH:16][C:17]3[CH:18]=[C:19]4[C:23](=[CH:24][CH:25]=3)[N:22]([CH2:26][C:27]3[CH:32]=[CH:31][CH:30]=[C:29]([F:33])[CH:28]=3)[N:21]=[CH:20]4)=[N:13][CH:12]=[N:11][C:10]=2[CH:9]=[CH:8]1.[CH3:34][S:35]([CH2:38][C:39](O)=[O:40])(=[O:37])=[O:36].Cl.C(N=C=NCCCN(C)C)C.ON1C2C=CC=CC=2N=N1. (8) Given the product [Si:9]([O:4][CH2:3][CH2:2][NH2:1])([C:6]([CH3:8])([CH3:7])[CH3:5])([CH3:11])[CH3:10], predict the reactants needed to synthesize it. The reactants are: [NH2:1][CH2:2][CH2:3][OH:4].[CH3:5][C:6]([Si:9](Cl)([CH3:11])[CH3:10])([CH3:8])[CH3:7].N1C=CN=C1.